Regression. Given a peptide amino acid sequence and an MHC pseudo amino acid sequence, predict their binding affinity value. This is MHC class I binding data. From a dataset of Peptide-MHC class I binding affinity with 185,985 pairs from IEDB/IMGT. (1) The peptide sequence is HLAVIGALL. The MHC is HLA-A02:01 with pseudo-sequence HLA-A02:01. The binding affinity (normalized) is 0.572. (2) The peptide sequence is EGFMRKQKY. The MHC is HLA-A30:02 with pseudo-sequence HLA-A30:02. The binding affinity (normalized) is 0. (3) The peptide sequence is WFFDLPLPWT. The MHC is HLA-A30:01 with pseudo-sequence HLA-A30:01. The binding affinity (normalized) is 0.103.